This data is from Forward reaction prediction with 1.9M reactions from USPTO patents (1976-2016). The task is: Predict the product of the given reaction. Given the reactants C(O[C:6](=O)[N:7]([CH2:9][CH2:10][CH2:11][N:12]1[C:21]2[CH:20]=[CH:19][C:18]([Cl:22])=[CH:17][C:16]=2[C:15]2=[N:23][N:24](C3CCCCO3)[C:25]([CH3:26])=[C:14]2[C:13]1=[O:33])C)(C)(C)C.Cl, predict the reaction product. The product is: [Cl:22][C:18]1[CH:19]=[CH:20][C:21]2[N:12]([CH2:11][CH2:10][CH2:9][NH:7][CH3:6])[C:13](=[O:33])[C:14]3=[C:25]([CH3:26])[NH:24][N:23]=[C:15]3[C:16]=2[CH:17]=1.